This data is from Cav3 T-type calcium channel HTS with 100,875 compounds. The task is: Binary Classification. Given a drug SMILES string, predict its activity (active/inactive) in a high-throughput screening assay against a specified biological target. (1) The result is 0 (inactive). The compound is Clc1ccc(CN2S(=O)(=O)c3c(C2CC(OCC)=O)cccc3)cc1. (2) The molecule is Clc1ccc(c2n(nnc2)c2ccc(N)cc2)cc1. The result is 0 (inactive). (3) The molecule is O=C(NC1CC2N(C(C1)CCC2)Cc1ccccc1)N(CC)CC. The result is 0 (inactive). (4) The molecule is s1c(c(n2cccc2)cc1)C(=O)Nc1c(cc(cc1)C)C. The result is 0 (inactive). (5) The molecule is s1c2c(n(c(c2)C(=O)Nc2cc(OC)cc(OC)c2)C)cc1. The result is 0 (inactive). (6) The drug is Clc1cc(NC(=O)/C(=c2\[nH]c3c([nH]2)cccc3)C#N)ccc1. The result is 0 (inactive). (7) The molecule is OC(=O)c1ccc(N(c2ccccc2)c2ccccc2)cc1. The result is 0 (inactive).